Dataset: Full USPTO retrosynthesis dataset with 1.9M reactions from patents (1976-2016). Task: Predict the reactants needed to synthesize the given product. (1) Given the product [ClH:2].[Cl:2][C:3]1[CH:8]=[CH:7][CH:6]=[CH:5][C:4]=1[C:9]1[NH:10][C:11]2[C:16]([N:17]=1)=[C:15]([N:18]1[CH2:23][CH2:22][N:21]([CH2:24][CH3:25])[CH2:20][CH2:19]1)[N:14]=[C:13]([CH3:26])[N:12]=2, predict the reactants needed to synthesize it. The reactants are: Cl.[Cl:2][C:3]1[CH:8]=[CH:7][CH:6]=[CH:5][C:4]=1[C:9]1[NH:10][C:11]2[C:16]([N:17]=1)=[C:15]([N:18]1[CH2:23][CH2:22][N:21]([CH2:24][CH3:25])[CH2:20][CH2:19]1)[N:14]=[C:13]([CH3:26])[N:12]=2. (2) Given the product [N:1]1[CH:2]=[CH:3][N:4]2[CH:9]=[C:8](/[CH:10]=[C:12]3/[C:13](=[O:14])[NH:15][C:16](=[O:17])[S:18]/3)[CH:7]=[CH:6][C:5]=12, predict the reactants needed to synthesize it. The reactants are: [N:1]1[CH:2]=[CH:3][N:4]2[CH:9]=[C:8]([CH:10]=O)[CH:7]=[CH:6][C:5]=12.[CH2:12]1[S:18][C:16](=[O:17])[NH:15][C:13]1=[O:14].C([O-])(=O)C.[Na+]. (3) Given the product [CH3:1][O:2][C:3]1[CH:4]=[C:5]2[C:10](=[CH:11][C:12]=1[O:13][CH2:14][CH:15]1[CH2:20][CH2:19][NH:18][CH2:17][CH2:16]1)[N:9]=[CH:8][N:7]=[C:6]2[O:28][C:29]1[CH:30]=[C:31]2[C:35](=[CH:36][CH:37]=1)[NH:34][CH:33]=[C:32]2[CH3:38], predict the reactants needed to synthesize it. The reactants are: [CH3:1][O:2][C:3]1[CH:4]=[C:5]2[C:10](=[CH:11][C:12]=1[O:13][CH2:14][CH:15]1[CH2:20][CH2:19][N:18](C(OC(C)(C)C)=O)[CH2:17][CH2:16]1)[N:9]=[CH:8][N:7]=[C:6]2[O:28][C:29]1[CH:30]=[C:31]2[C:35](=[CH:36][CH:37]=1)[NH:34][CH:33]=[C:32]2[CH3:38]. (4) The reactants are: F[C:2]1[CH:10]=[CH:9][C:5]([C:6]([OH:8])=[O:7])=[C:4]([C:11]([F:14])([F:13])[F:12])[CH:3]=1.Cl.[CH3:16][NH:17][O:18][CH3:19].O.ON1C2C=CC=C[C:25]=2N=N1.Cl.C(N=C=NCCCN(C)C)C. Given the product [CH3:19][O:18][N:17]([CH3:16])[O:8][C:6]([C:5]1[CH:9]=[CH:10][C:2]([CH3:25])=[CH:3][C:4]=1[C:11]([F:14])([F:13])[F:12])=[O:7], predict the reactants needed to synthesize it. (5) Given the product [F:13][C:2]([F:1])([S:9]([O-:12])(=[O:10])=[O:11])[CH:3]([O:8][C:40](=[O:44])[C:41]([CH3:43])=[CH2:42])[C:4]([F:6])([F:5])[F:7].[C:27]1([S+:20]([C:14]2[CH:15]=[CH:16][CH:17]=[CH:18][CH:19]=2)[C:21]2[CH:26]=[CH:25][CH:24]=[CH:23][CH:22]=2)[CH:28]=[CH:29][CH:30]=[CH:31][CH:32]=1, predict the reactants needed to synthesize it. The reactants are: [F:1][C:2]([F:13])([S:9]([O-:12])(=[O:11])=[O:10])[CH:3]([OH:8])[C:4]([F:7])([F:6])[F:5].[C:14]1([S+:20]([C:27]2[CH:32]=[CH:31][CH:30]=[CH:29][CH:28]=2)[C:21]2[CH:26]=[CH:25][CH:24]=[CH:23][CH:22]=2)[CH:19]=[CH:18][CH:17]=[CH:16][CH:15]=1.C(N(CC)CC)C.[C:40](O[C:40](=[O:44])[C:41]([CH3:43])=[CH2:42])(=[O:44])[C:41]([CH3:43])=[CH2:42].Cl. (6) Given the product [Cl:1][CH2:2][C:3]([N:21]1[CH2:22][CH2:23][N:18]([C:13]2[CH:14]=[CH:15][CH:16]=[CH:17][C:12]=2[CH3:24])[CH2:19][CH2:20]1)=[O:4], predict the reactants needed to synthesize it. The reactants are: [Cl:1][CH2:2][C:3](Cl)=[O:4].C(=O)([O-])[O-].[K+].[K+].[C:12]1([CH3:24])[CH:17]=[CH:16][CH:15]=[CH:14][C:13]=1[N:18]1[CH2:23][CH2:22][NH:21][CH2:20][CH2:19]1.